This data is from Peptide-MHC class II binding affinity with 134,281 pairs from IEDB. The task is: Regression. Given a peptide amino acid sequence and an MHC pseudo amino acid sequence, predict their binding affinity value. This is MHC class II binding data. (1) The peptide sequence is WASHIHLVIHRIRTL. The MHC is HLA-DQA10201-DQB10301 with pseudo-sequence HLA-DQA10201-DQB10301. The binding affinity (normalized) is 0. (2) The peptide sequence is SDSLQLVFGIELMEVD. The binding affinity (normalized) is 0. The MHC is DRB1_0401 with pseudo-sequence DRB1_0401. (3) The peptide sequence is PTFAKAMEKLSVLKV. The MHC is DRB5_0101 with pseudo-sequence DRB5_0101. The binding affinity (normalized) is 0.632. (4) The peptide sequence is QQIKFAALSARAVAL. The MHC is DRB1_0405 with pseudo-sequence DRB1_0405. The binding affinity (normalized) is 0.192. (5) The peptide sequence is AYDTYKSIPSLEAAV. The MHC is DRB4_0101 with pseudo-sequence DRB4_0103. The binding affinity (normalized) is 0.225. (6) The MHC is DRB1_0404 with pseudo-sequence DRB1_0404. The binding affinity (normalized) is 0.319. The peptide sequence is QDPNYVCKHTYVDRG. (7) The binding affinity (normalized) is 0.589. The peptide sequence is QLALHKMKSSDAREE. The MHC is DRB1_1101 with pseudo-sequence DRB1_1101. (8) The peptide sequence is ISEWQPSKGWNDWEN. The MHC is HLA-DQA10102-DQB10501 with pseudo-sequence HLA-DQA10102-DQB10501. The binding affinity (normalized) is 0.328. (9) The peptide sequence is ELYKYKVVKIEPLGV. The MHC is DRB1_0404 with pseudo-sequence DRB1_0404. The binding affinity (normalized) is 0.689.